Dataset: Catalyst prediction with 721,799 reactions and 888 catalyst types from USPTO. Task: Predict which catalyst facilitates the given reaction. (1) Reactant: [CH3:1][C:2]([C:4]1[CH:9]=[C:8]([Br:10])[CH:7]=[CH:6][C:5]=1[OH:11])=[O:3].[C:12]1(=O)[CH2:16][CH2:15][CH2:14][CH2:13]1.N1CCCC1. Product: [Br:10][C:8]1[CH:7]=[CH:6][C:5]2[O:11][C:12]3([CH2:16][CH2:15][CH2:14][CH2:13]3)[CH2:1][C:2](=[O:3])[C:4]=2[CH:9]=1. The catalyst class is: 5. (2) Reactant: [OH:1][C:2]1[CH:27]=[CH:26][C:5]([O:6][C:7]2[C:8]([CH3:25])=[CH:9][C:10]([NH:16][C:17](=[O:24])[CH2:18][C:19]([O:21]CC)=[O:20])=[C:11]3[C:15]=2[CH2:14][CH2:13][CH2:12]3)=[CH:4][C:3]=1[CH2:28][CH:29]1[CH2:34][CH2:33][O:32][CH2:31][CH2:30]1.[OH-].[Na+]. Product: [OH:1][C:2]1[CH:27]=[CH:26][C:5]([O:6][C:7]2[C:8]([CH3:25])=[CH:9][C:10]([NH:16][C:17](=[O:24])[CH2:18][C:19]([OH:21])=[O:20])=[C:11]3[C:15]=2[CH2:14][CH2:13][CH2:12]3)=[CH:4][C:3]=1[CH2:28][CH:29]1[CH2:34][CH2:33][O:32][CH2:31][CH2:30]1. The catalyst class is: 5. (3) Reactant: [CH3:1][O:2][C:3]1[CH:35]=[CH:34][C:6]([CH2:7][C@H:8]([CH:31]([CH3:33])[CH3:32])[CH2:9][C@H:10]([N:28]=[N+]=[N-])[C@@H:11]([OH:27])[CH2:12][C@@H:13]([CH:24]([CH3:26])[CH3:25])[C:14]([NH:16][CH2:17][C:18]([CH3:23])([CH3:22])[C:19]([NH2:21])=[O:20])=[O:15])=[CH:5][C:4]=1[O:36][CH2:37][CH2:38][CH2:39][O:40][CH3:41].[H][H]. Product: [CH3:1][O:2][C:3]1[CH:35]=[CH:34][C:6]([CH2:7][C@H:8]([CH:31]([CH3:33])[CH3:32])[CH2:9][C@H:10]([NH2:28])[C@@H:11]([OH:27])[CH2:12][C@@H:13]([CH:24]([CH3:25])[CH3:26])[C:14]([NH:16][CH2:17][C:18]([CH3:22])([CH3:23])[C:19]([NH2:21])=[O:20])=[O:15])=[CH:5][C:4]=1[O:36][CH2:37][CH2:38][CH2:39][O:40][CH3:41]. The catalyst class is: 43. (4) Reactant: [CH3:1][C:2]1[CH:7]=[CH:6][C:5]([S:8]([O:11][CH2:12][CH:13]2[CH2:17][C:16]3[CH:18]=[CH:19][CH:20]=[C:21](Br)[C:15]=3[O:14]2)(=[O:10])=[O:9])=[CH:4][CH:3]=1.[Cl:23][C:24]1[CH:29]=[C:28]([Cl:30])[CH:27]=[CH:26][C:25]=1B(O)O.C(=O)([O-])[O-].[K+].[K+]. Product: [CH3:1][C:2]1[CH:7]=[CH:6][C:5]([S:8]([O:11][CH2:12][CH:13]2[CH2:17][C:16]3[CH:18]=[CH:19][CH:20]=[C:21]([C:27]4[CH:26]=[CH:25][C:24]([Cl:23])=[CH:29][C:28]=4[Cl:30])[C:15]=3[O:14]2)(=[O:10])=[O:9])=[CH:4][CH:3]=1. The catalyst class is: 608. (5) Reactant: [OH:1][C:2]1[CH:7]=[CH:6][C:5]([N+:8]([O-])=O)=[CH:4][C:3]=1[C:11]1[C:12]([CH3:19])([CH3:18])[CH2:13][C:14](=[O:17])[NH:15][N:16]=1.O.NN. Product: [NH2:8][C:5]1[CH:6]=[CH:7][C:2]([OH:1])=[C:3]([C:11]2[C:12]([CH3:18])([CH3:19])[CH2:13][C:14](=[O:17])[NH:15][N:16]=2)[CH:4]=1. The catalyst class is: 29. (6) Reactant: [C:1]([C:3]1([NH:6][C:7](=[O:27])[C@@H:8]([NH:13][C@@H:14]([C:20]2[CH:25]=[CH:24][C:23](Br)=[CH:22][CH:21]=2)[C:15]2[S:16][CH:17]=[CH:18][N:19]=2)[CH2:9][CH:10]([CH3:12])[CH3:11])[CH2:5][CH2:4]1)#[N:2].[F:28][C:29]1[CH:34]=[C:33]([F:35])[CH:32]=[CH:31][C:30]=1B(O)O. Product: [C:1]([C:3]1([NH:6][C:7](=[O:27])[C@@H:8]([NH:13][C@@H:14]([C:20]2[CH:25]=[CH:24][C:23]([C:32]3[CH:31]=[CH:30][C:29]([F:28])=[CH:34][C:33]=3[F:35])=[CH:22][CH:21]=2)[C:15]2[S:16][CH:17]=[CH:18][N:19]=2)[CH2:9][CH:10]([CH3:12])[CH3:11])[CH2:5][CH2:4]1)#[N:2]. The catalyst class is: 140. (7) Reactant: [NH2:1][C:2]1[NH:7][C:6](=[O:8])[CH:5]=[C:4]([NH2:9])[N:3]=1.[CH3:10][O:11][C:12]([C:14]1[S:15][C:16]([CH2:19][CH2:20][CH2:21][C:22](=O)[CH2:23]Br)=[CH:17][CH:18]=1)=[O:13]. Product: [CH3:10][O:11][C:12]([C:14]1[S:15][C:16]([CH2:19][CH2:20][CH2:21][C:22]2[NH:9][C:4]3[N:3]=[C:2]([NH2:1])[NH:7][C:6](=[O:8])[C:5]=3[CH:23]=2)=[CH:17][CH:18]=1)=[O:13]. The catalyst class is: 3. (8) Reactant: [CH2:1]([N:3]([CH2:15][CH3:16])[C:4]1[C:5]([NH2:14])=[C:6]([N+:11]([O-])=O)[C:7]([F:10])=[CH:8][CH:9]=1)[CH3:2]. Product: [CH2:15]([N:3]([CH2:1][CH3:2])[C:4]1[CH:9]=[CH:8][C:7]([F:10])=[C:6]([NH2:11])[C:5]=1[NH2:14])[CH3:16]. The catalyst class is: 304. (9) The catalyst class is: 19. Reactant: [CH3:1][O:2][C:3]([C:5]1[CH:10]=[CH:9][C:8]([C:11]2[CH2:12][O:13][CH2:14][CH:15]=2)=[CH:7][N:6]=1)=[O:4].[CH3:16][O:17][C:18]([C:20]1[CH:25]=[CH:24][C:23]([C:26]2[O:27][CH2:28][CH2:29][CH:30]=2)=[CH:22][N:21]=1)=[O:19]. Product: [CH3:1][O:2][C:3]([C:5]1[CH:10]=[CH:9][C:8]([CH:11]2[CH2:15][CH2:14][O:13][CH2:12]2)=[CH:7][N:6]=1)=[O:4].[CH3:16][O:17][C:18]([C:20]1[CH:25]=[CH:24][C:23]([CH:26]2[CH2:30][CH2:29][CH2:28][O:27]2)=[CH:22][N:21]=1)=[O:19].